This data is from TCR-epitope binding with 47,182 pairs between 192 epitopes and 23,139 TCRs. The task is: Binary Classification. Given a T-cell receptor sequence (or CDR3 region) and an epitope sequence, predict whether binding occurs between them. (1) The epitope is LLWNGPMAV. The TCR CDR3 sequence is CSARASYEQYF. Result: 1 (the TCR binds to the epitope). (2) The epitope is LLFNKVTLA. The TCR CDR3 sequence is CASSQDWSASTNEKLFF. Result: 1 (the TCR binds to the epitope).